This data is from Full USPTO retrosynthesis dataset with 1.9M reactions from patents (1976-2016). The task is: Predict the reactants needed to synthesize the given product. (1) Given the product [CH3:25][N:23]([CH3:24])[C:22]([C:12]1[N:11]([C:27]2[CH:28]=[CH:29][C:30]([O:33][CH3:34])=[CH:31][CH:32]=2)[C:10]([C:35]([O:37][CH:38]([CH3:39])[CH3:40])=[O:36])=[C:9]([OH:8])[C:13]=1[OH:14])=[O:26], predict the reactants needed to synthesize it. The reactants are: C([O:8][C:9]1[C:13]([O:14]CC2C=CC=CC=2)=[C:12]([C:22](=[O:26])[N:23]([CH3:25])[CH3:24])[N:11]([C:27]2[CH:32]=[CH:31][C:30]([O:33][CH3:34])=[CH:29][CH:28]=2)[C:10]=1[C:35]([O:37][CH:38]([CH3:40])[CH3:39])=[O:36])C1C=CC=CC=1. (2) Given the product [Cl:17][C:12]1[CH:13]=[CH:14][CH:15]=[CH:16][C:11]=1[N:8]1[C:4]2=[N:5][CH:6]=[N:7][C:2]([NH:18][CH2:19][C:20]([OH:22])=[O:21])=[C:3]2[CH:10]=[N:9]1, predict the reactants needed to synthesize it. The reactants are: Cl[C:2]1[N:7]=[CH:6][N:5]=[C:4]2[N:8]([C:11]3[CH:16]=[CH:15][CH:14]=[CH:13][C:12]=3[Cl:17])[N:9]=[CH:10][C:3]=12.[NH2:18][CH2:19][C:20]([OH:22])=[O:21].C(=O)([O-])[O-].[Na+].[Na+].C(O)=O. (3) Given the product [CH3:11][C:10]1[C:5]2[C:4]([C:26]([O:28][CH2:29][CH3:30])=[O:27])=[CH:3][C:2](/[CH:38]=[CH:37]/[C:31]3[CH:36]=[CH:35][CH:34]=[CH:33][CH:32]=3)=[N:7][C:6]=2[N:8]([CH2:12][C:13]2[CH:18]=[CH:17][C:16]([O:19][C:20]3[CH:25]=[CH:24][CH:23]=[CH:22][CH:21]=3)=[CH:15][CH:14]=2)[N:9]=1, predict the reactants needed to synthesize it. The reactants are: Cl[C:2]1[CH:3]=[C:4]([C:26]([O:28][CH2:29][CH3:30])=[O:27])[C:5]2[C:10]([CH3:11])=[N:9][N:8]([CH2:12][C:13]3[CH:18]=[CH:17][C:16]([O:19][C:20]4[CH:25]=[CH:24][CH:23]=[CH:22][CH:21]=4)=[CH:15][CH:14]=3)[C:6]=2[N:7]=1.[C:31]1(/[CH:37]=[CH:38]/B(O)O)[CH:36]=[CH:35][CH:34]=[CH:33][CH:32]=1.O.C([O-])([O-])=O.[Na+].[Na+]. (4) Given the product [N+:16]([C:13]1[CH:14]=[CH:15][C:10]([NH:8][CH2:7][CH2:6][N:1]2[CH:5]=[CH:4][CH:3]=[N:2]2)=[CH:11][CH:12]=1)([O-:18])=[O:17], predict the reactants needed to synthesize it. The reactants are: [N:1]1([CH2:6][CH2:7][NH2:8])[CH:5]=[CH:4][CH:3]=[N:2]1.F[C:10]1[CH:15]=[CH:14][C:13]([N+:16]([O-:18])=[O:17])=[CH:12][CH:11]=1.C(N(CC)CC)C.